This data is from Full USPTO retrosynthesis dataset with 1.9M reactions from patents (1976-2016). The task is: Predict the reactants needed to synthesize the given product. (1) Given the product [CH2:19]([NH:1][CH2:2][CH2:3][C:4]1[CH:5]=[CH:6][C:7]([O:8][C:9]2[CH:16]=[CH:15][C:12]([C:13]#[N:14])=[CH:11][N:10]=2)=[CH:17][CH:18]=1)[C:20]1[CH:25]=[CH:24][CH:23]=[CH:22][CH:21]=1, predict the reactants needed to synthesize it. The reactants are: [NH2:1][CH2:2][CH2:3][C:4]1[CH:18]=[CH:17][C:7]([O:8][C:9]2[CH:16]=[CH:15][C:12]([C:13]#[N:14])=[CH:11][N:10]=2)=[CH:6][CH:5]=1.[CH:19](=O)[C:20]1[CH:25]=[CH:24][CH:23]=[CH:22][CH:21]=1.[BH3-]C#N.[Na+]. (2) Given the product [Cl:1][CH2:2][C:3]([NH:5][C:6]1[CH:11]=[C:10]([C:12]2[CH:17]=[CH:16][CH:15]=[CH:14][N:13]=2)[N:9]=[C:8]([C:18]2[S:24][CH:20]=[CH:21][CH:22]=2)[N:7]=1)=[O:4], predict the reactants needed to synthesize it. The reactants are: [Cl:1][CH2:2][C:3]([NH:5][C:6]1[CH:11]=[C:10]([C:12]2[CH:17]=[CH:16][CH:15]=[CH:14][N:13]=2)[N:9]=[C:8]([C:18]2O[C:20](C)=[CH:21][CH:22]=2)[N:7]=1)=[O:4].[S:24]1C=CC=C1C(N)=N. (3) Given the product [Br:1][C:2]1[CH:7]=[CH:6][C:5]([CH:8]([Cl:19])[C:10]2[CH:15]=[CH:14][CH:13]=[CH:12][C:11]=2[F:16])=[CH:4][CH:3]=1, predict the reactants needed to synthesize it. The reactants are: [Br:1][C:2]1[CH:7]=[CH:6][C:5]([CH:8]([C:10]2[CH:15]=[CH:14][CH:13]=[CH:12][C:11]=2[F:16])O)=[CH:4][CH:3]=1.S(Cl)([Cl:19])=O.C([O-])([O-])=O.[Na+].[Na+]. (4) Given the product [CH3:13][O:12][C:9]1[CH:10]=[CH:11][C:2]([C:28](=[O:31])[CH2:29][CH3:30])=[C:3]2[C:8]=1[N:7]=[C:6]([CH:14]([CH3:16])[CH3:15])[CH:5]=[CH:4]2, predict the reactants needed to synthesize it. The reactants are: Br[C:2]1[CH:11]=[CH:10][C:9]([O:12][CH3:13])=[C:8]2[C:3]=1[CH:4]=[CH:5][C:6]([CH:14]([CH3:16])[CH3:15])=[N:7]2.C([Li])CCC.CCCCCC.[C:28](O[C:28](=[O:31])[CH2:29][CH3:30])(=[O:31])[CH2:29][CH3:30].[Cl-].[NH4+]. (5) Given the product [O:10]=[C:3]1[C:4]2[C:13]([C:14]([OH:16])=[O:15])=[CH:12][O:1][C:5]=2[CH2:6][CH2:7][CH2:8]1, predict the reactants needed to synthesize it. The reactants are: [OH-:1].[K+].[C:3]1(=[O:10])[CH2:8][CH2:7][CH2:6][CH2:5][C:4]1=O.Br[CH2:12][C:13](=O)[C:14]([O:16]CC)=[O:15].[OH-].[Na+].Cl.